Regression. Given a peptide amino acid sequence and an MHC pseudo amino acid sequence, predict their binding affinity value. This is MHC class I binding data. From a dataset of Peptide-MHC class I binding affinity with 185,985 pairs from IEDB/IMGT. (1) The peptide sequence is WTLVVLLI. The MHC is HLA-A01:01 with pseudo-sequence HLA-A01:01. The binding affinity (normalized) is 0. (2) The peptide sequence is EPIPMSTYGW. The MHC is HLA-B53:01 with pseudo-sequence HLA-B53:01. The binding affinity (normalized) is 0.463. (3) The peptide sequence is TEFQPHQLW. The MHC is HLA-B44:02 with pseudo-sequence HLA-B44:02. The binding affinity (normalized) is 0.663. (4) The peptide sequence is RQFPLAFEF. The MHC is Mamu-B3901 with pseudo-sequence Mamu-B3901. The binding affinity (normalized) is 0.555. (5) The peptide sequence is SVKGRFTISR. The MHC is HLA-A03:01 with pseudo-sequence HLA-A03:01. The binding affinity (normalized) is 0.316. (6) The peptide sequence is QWFFDLPLPW. The MHC is HLA-B44:03 with pseudo-sequence HLA-B44:03. The binding affinity (normalized) is 0.272. (7) The peptide sequence is LTPFEKEFT. The MHC is HLA-A02:03 with pseudo-sequence HLA-A02:03. The binding affinity (normalized) is 0.0806. (8) The peptide sequence is YYLIKYLHV. The MHC is HLA-A25:01 with pseudo-sequence HLA-A25:01. The binding affinity (normalized) is 0.0847.